Dataset: Buchwald-Hartwig C-N cross coupling reaction yields with 55,370 reactions. Task: Predict the reaction yield, written as a fraction of the theoretical maximum amount of product (1.0 means a 100% yield; for example, 0.34 means a 34% yield). (1) The reactants are CCc1ccc(Cl)cc1.Cc1ccc(N)cc1.O=S(=O)(O[Pd]1c2ccccc2-c2ccccc2N~1)C(F)(F)F.CC(C)c1cc(C(C)C)c(-c2ccccc2P(C2CCCCC2)C2CCCCC2)c(C(C)C)c1.CN1CCCN2CCCN=C12.Cc1ccno1. No catalyst specified. The product is CCc1ccc(Nc2ccc(C)cc2)cc1. The yield is 0.0255. (2) The reactants are Brc1ccccn1.Cc1ccc(N)cc1.O=S(=O)(O[Pd]1c2ccccc2-c2ccccc2N~1)C(F)(F)F.CC(C)c1cc(C(C)C)c(-c2ccccc2P(C2CCCCC2)C2CCCCC2)c(C(C)C)c1.CN1CCCN2CCCN=C12.COC(=O)c1cc(-c2cccs2)on1. No catalyst specified. The product is Cc1ccc(Nc2ccccn2)cc1. The yield is 0.460. (3) The reactants are Brc1ccccn1.Cc1ccc(N)cc1.O=S(=O)(O[Pd]1c2ccccc2-c2ccccc2N~1)C(F)(F)F.CC(C)c1cc(C(C)C)c(-c2ccccc2P(C2CCCCC2)C2CCCCC2)c(C(C)C)c1.CN1CCCN2CCCN=C12.Cc1cc(C)on1. No catalyst specified. The product is Cc1ccc(Nc2ccccn2)cc1. The yield is 0.516. (4) No catalyst specified. The reactants are Brc1ccccn1.Cc1ccc(N)cc1.O=S(=O)(O[Pd]1c2ccccc2-c2ccccc2N~1)C(F)(F)F.CC(C)c1cc(C(C)C)c(-c2ccccc2P(C(C)(C)C)C(C)(C)C)c(C(C)C)c1.CN1CCCN2CCCN=C12.CCOC(=O)c1ccon1. The product is Cc1ccc(Nc2ccccn2)cc1. The yield is 0.854. (5) The reactants are Clc1ccccn1.Cc1ccc(N)cc1.O=S(=O)(O[Pd]1c2ccccc2-c2ccccc2N~1)C(F)(F)F.CC(C)c1cc(C(C)C)c(-c2ccccc2P(C2CCCCC2)C2CCCCC2)c(C(C)C)c1.CN(C)C(=NC(C)(C)C)N(C)C.CCOC(=O)c1cc(OC)no1. The product is Cc1ccc(Nc2ccccn2)cc1. No catalyst specified. The yield is 0.250. (6) The reactants are COc1ccc(Br)cc1.Cc1ccc(N)cc1.O=S(=O)(O[Pd]1c2ccccc2-c2ccccc2N~1)C(F)(F)F.CC(C)c1cc(C(C)C)c(-c2ccccc2P(C2CCCCC2)C2CCCCC2)c(C(C)C)c1.CN1CCCN2CCCN=C12.CCOC(=O)c1cc(OC)no1. No catalyst specified. The product is COc1ccc(Nc2ccc(C)cc2)cc1. The yield is 0.0803. (7) The reactants are Brc1ccccn1.Cc1ccc(N)cc1.O=S(=O)(O[Pd]1c2ccccc2-c2ccccc2N~1)C(F)(F)F.COc1ccc(OC)c(P(C(C)(C)C)C(C)(C)C)c1-c1c(C(C)C)cc(C(C)C)cc1C(C)C.CCN=P(N=P(N(C)C)(N(C)C)N(C)C)(N(C)C)N(C)C.Cc1ccno1. No catalyst specified. The product is Cc1ccc(Nc2ccccn2)cc1. The yield is 0.320.